From a dataset of Full USPTO retrosynthesis dataset with 1.9M reactions from patents (1976-2016). Predict the reactants needed to synthesize the given product. (1) Given the product [F:3][C:4]([C:7]1[CH:16]=[CH:15][C:10]([CH2:11][OH:12])=[CH:9][CH:8]=1)([F:6])[CH3:5], predict the reactants needed to synthesize it. The reactants are: N#N.[F:3][C:4]([C:7]1[CH:16]=[CH:15][C:10]([C:11](OC)=[O:12])=[CH:9][CH:8]=1)([F:6])[CH3:5].CC(C[AlH]CC(C)C)C.[C@H](O)(C([O-])=O)[C@@H](O)C([O-])=O.[Na+].[K+]. (2) Given the product [CH2:1]([O:3][C:4]([C@H:6]1[CH2:10][CH2:9][CH2:8][N:7]1[C:11]([S:13][C:14]1[CH:19]=[CH:18][CH:17]=[C:16]([O:20][CH2:28][C:29]2[N:30]=[C:31]([C:35]3[CH:40]=[CH:39][CH:38]=[CH:37][CH:36]=3)[O:32][C:33]=2[CH3:34])[CH:15]=1)=[O:12])=[O:5])[CH3:2], predict the reactants needed to synthesize it. The reactants are: [CH2:1]([O:3][C:4]([CH:6]1[CH2:10][CH2:9][CH2:8][N:7]1[C:11]([S:13][C:14]1[CH:19]=[CH:18][CH:17]=[C:16]([OH:20])[CH:15]=1)=[O:12])=[O:5])[CH3:2].C(=O)([O-])[O-].[K+].[K+].Cl[CH2:28][C:29]1[N:30]=[C:31]([C:35]2[CH:40]=[CH:39][CH:38]=[CH:37][CH:36]=2)[O:32][C:33]=1[CH3:34]. (3) Given the product [CH2:22]([O:21][C:7]1[CH:8]=[CH:9][C:10]2[C:11]3[N:12]([NH:13][C:14](=[O:15])[O:16][C:17]([CH3:20])([CH3:19])[CH3:18])[C:37]([CH2:36][O:38][CH2:39][CH3:40])=[N:1][C:2]=3[CH:3]=[N:4][C:5]=2[CH:6]=1)[C:23]1[CH:24]=[CH:25][CH:26]=[CH:27][CH:28]=1, predict the reactants needed to synthesize it. The reactants are: [NH2:1][C:2]1[CH:3]=[N:4][C:5]2[C:10]([C:11]=1[NH:12][NH:13][C:14]([O:16][C:17]([CH3:20])([CH3:19])[CH3:18])=[O:15])=[CH:9][CH:8]=[C:7]([O:21][CH2:22][C:23]1[CH:28]=[CH:27][CH:26]=[CH:25][CH:24]=1)[CH:6]=2.C(N(CC)CC)C.[CH2:36]([O:38][CH2:39][C:40](Cl)=O)[CH3:37]. (4) Given the product [CH2:22]([C:23]1[CH:3]=[C:2]([OH:4])[CH:1]=[CH:19][C:18]=1[NH:17][CH2:16][C:15]([OH:25])=[O:46])[CH:21]=[CH2:20], predict the reactants needed to synthesize it. The reactants are: [CH3:1][C:2](C)([O-:4])[CH3:3].[K+].C(N=[C:15]([OH:25])[CH2:16][NH:17][C:18]1[CH:23]=[CH:22][C:21](O)=[CH:20][CH:19]=1)C1C=CC=CC=1.C(Br)C=C.ClCC1C2C(=CC=CC=2)N=C(C)C=1.Cl.CS(O)(=O)=[O:46]. (5) Given the product [CH3:1][O:2][C:3](=[O:20])[C:4]1[CH:5]=[C:6]([F:19])[C:7]([N+:16]([O-:18])=[O:17])=[C:8]([C:10](=[O:22])[CH3:11])[CH:9]=1, predict the reactants needed to synthesize it. The reactants are: [CH3:1][O:2][C:3](=[O:20])[C:4]1[CH:9]=[C:8]([C:10]#[C:11][Si](C)(C)C)[C:7]([N+:16]([O-:18])=[O:17])=[C:6]([F:19])[CH:5]=1.S(=O)(=O)(O)[OH:22]. (6) Given the product [CH:37]1([NH:33][CH2:34][CH:26]([OH:29])[CH2:39][O:20][C:17]2[CH:18]=[C:19]3[C:14](=[CH:15][C:16]=2[O:21][CH3:22])[N:13]=[CH:12][C:11]([C:23]([NH2:25])=[O:24])=[C:10]3[NH:9][C:4]2[CH:5]=[CH:6][CH:7]=[CH:8][C:3]=2[CH2:1][CH3:2])[CH2:36][CH2:35]1, predict the reactants needed to synthesize it. The reactants are: [CH2:1]([C:3]1[CH:8]=[CH:7][CH:6]=[CH:5][C:4]=1[NH:9][C:10]1[C:19]2[C:14](=[CH:15][C:16]([O:21][CH3:22])=[C:17]([OH:20])[CH:18]=2)[N:13]=[CH:12][C:11]=1[C:23]([NH2:25])=[O:24])[CH3:2].[C:26]([O-:29])([O-])=O.[Cs+].[Cs+].C[N:33]1[C:37](=O)[CH2:36][CH2:35][CH2:34]1.[CH:39]1(N)CC1. (7) Given the product [C:1]([C:5]([NH:7][C@@H:8]([C@@H:13]([C:15]1[O:19][N:18]=[C:17]([C:20]2[CH:25]=[CH:24][C:23]([S:26]([CH3:29])(=[O:28])=[O:27])=[CH:22][C:21]=2[Cl:30])[N:16]=1)[CH3:14])[C:9]([OH:11])=[O:10])=[O:6])([CH3:2])([CH3:3])[CH3:4], predict the reactants needed to synthesize it. The reactants are: [C:1]([C:5]([NH:7][C@@H:8]([C@@H:13]([C:15]1[O:19][N:18]=[C:17]([C:20]2[CH:25]=[CH:24][C:23]([S:26]([CH3:29])(=[O:28])=[O:27])=[CH:22][C:21]=2[Cl:30])[N:16]=1)[CH3:14])[C:9]([O:11]C)=[O:10])=[O:6])([CH3:4])([CH3:3])[CH3:2].O1CCCC1.O.[OH-].[Li+].